Dataset: Forward reaction prediction with 1.9M reactions from USPTO patents (1976-2016). Task: Predict the product of the given reaction. (1) Given the reactants [CH2:1]1[C:6]2[C:7]3[CH:13]=[CH:12][C:11]([N:14]4[CH:19]=[CH:18][C:17]([C:20]5[CH:25]=[CH:24][C:23]([C:26]([F:29])([F:28])[F:27])=[CH:22][N:21]=5)=[CH:16][C:15]4=[O:30])=[CH:10][C:8]=3[O:9][C:5]=2[CH2:4][CH2:3][NH:2]1.[ClH:31].CCOCC, predict the reaction product. The product is: [ClH:31].[CH2:1]1[C:6]2[C:7]3[CH:13]=[CH:12][C:11]([N:14]4[CH:19]=[CH:18][C:17]([C:20]5[CH:25]=[CH:24][C:23]([C:26]([F:29])([F:27])[F:28])=[CH:22][N:21]=5)=[CH:16][C:15]4=[O:30])=[CH:10][C:8]=3[O:9][C:5]=2[CH2:4][CH2:3][NH:2]1. (2) The product is: [N+:12]([C:3]1[CH:4]=[CH:5][C:6]([O:8][CH2:9][CH2:10][CH3:11])=[CH:7][C:2]=1[NH2:15])([O-:14])=[O:13]. Given the reactants F[C:2]1[CH:7]=[C:6]([O:8][CH2:9][CH2:10][CH3:11])[CH:5]=[CH:4][C:3]=1[N+:12]([O-:14])=[O:13].[NH4+:15].[OH-], predict the reaction product. (3) Given the reactants [CH3:1][C:2]1[CH:7]=[CH:6][N:5]=[CH:4][C:3]=1[N:8]1[CH:17]=[CH:16][C:15]2[C:10](=[CH:11][C:12]([N+:18]([O-])=O)=[CH:13][CH:14]=2)[C:9]1=[O:21], predict the reaction product. The product is: [NH2:18][C:12]1[CH:11]=[C:10]2[C:15]([CH2:16][CH2:17][N:8]([C:3]3[CH:4]=[N:5][CH:6]=[CH:7][C:2]=3[CH3:1])[C:9]2=[O:21])=[CH:14][CH:13]=1. (4) The product is: [F:26][C:27]1[CH:28]=[C:29]2[C:33](=[CH:34][CH:35]=1)[NH:32][CH:31]=[C:30]2[C:36]1[CH2:37][CH2:38][N:39]([CH2:12][CH:13]2[O:25][C:17]3=[C:18]4[C:22](=[CH:23][CH:24]=[C:16]3[O:15][CH2:14]2)[NH:21][CH:20]=[CH:19]4)[CH2:40][CH:41]=1. Given the reactants CC1C=CC(S(O[CH2:12][C@@H:13]2[O:25][C:17]3=[C:18]4[C:22](=[CH:23][CH:24]=[C:16]3[O:15][CH2:14]2)[NH:21][CH:20]=[CH:19]4)(=O)=O)=CC=1.[F:26][C:27]1[CH:28]=[C:29]2[C:33](=[CH:34][CH:35]=1)[NH:32][CH:31]=[C:30]2[C:36]1[CH2:37][CH2:38][NH:39][CH2:40][CH:41]=1, predict the reaction product. (5) The product is: [C:16]1([CH2:15][CH2:14][CH2:13][CH2:12][CH2:11][CH2:10][C:9]([C:22]2[O:23][C:24]([C:27]3[CH:28]=[CH:29][C:30]([C:31]([NH2:33])=[O:32])=[CH:34][CH:35]=3)=[CH:25][N:26]=2)=[O:8])[CH:17]=[CH:18][CH:19]=[CH:20][CH:21]=1. Given the reactants [Si]([O:8][CH:9]([C:22]1[O:23][C:24]([C:27]2[CH:35]=[CH:34][C:30]([C:31]([NH2:33])=[O:32])=[CH:29][CH:28]=2)=[CH:25][N:26]=1)[CH2:10][CH2:11][CH2:12][CH2:13][CH2:14][CH2:15][C:16]1[CH:21]=[CH:20][CH:19]=[CH:18][CH:17]=1)(C(C)(C)C)(C)C.[Si](OC(C1OC([Sn](CCCC)(CCCC)CCCC)=CN=1)CCCCCCC1C=CC=CC=1)(C(C)(C)C)(C)C.BrC1C=CC(C(N)=O)=CC=1, predict the reaction product. (6) Given the reactants [OH:1][C:2]([C:4]([F:7])([F:6])[F:5])=[O:3].[F:8][C:9]1[CH:36]=[C:35]([F:37])[CH:34]=[CH:33][C:10]=1[O:11][CH:12]1[CH2:17][CH2:16][N:15]([C:18]2[N:19]=[C:20]3[CH2:31][CH2:30][NH:29][CH:28]([CH3:32])[C:21]3=[N:22][C:23]=2[NH:24][CH:25]([CH3:27])[CH3:26])[CH2:14][CH2:13]1.FC(F)C(OC(=O)C(F)F)=O.CCN(C(C)C)C(C)C, predict the reaction product. The product is: [F:8][C:9]1[CH:36]=[C:35]([F:37])[CH:34]=[CH:33][C:10]=1[O:11][CH:12]1[CH2:13][CH2:14][N:15]([C:18]2[N:19]=[C:20]3[CH2:31][CH2:30][N:29]([C:2](=[O:1])[CH:4]([F:7])[F:5])[CH:28]([CH3:32])[C:21]3=[N:22][C:23]=2[NH:24][CH:25]([CH3:27])[CH3:26])[CH2:16][CH2:17]1.[C:2]([OH:3])([C:4]([F:7])([F:6])[F:5])=[O:1]. (7) Given the reactants [CH2:1]([N:8]1[C:13](Cl)=[C:12](Br)[C:11](=[O:16])[N:10]([CH2:17][C:18]2[CH:23]=[CH:22][CH:21]=[CH:20][CH:19]=2)[C:9]1=[O:24])[C:2]1[CH:7]=[CH:6][CH:5]=[CH:4][CH:3]=1.[Cl:25][C:26]1[CH:31]=[CH:30][C:29](B(O)O)=[CH:28][CH:27]=1.C([O-])([O-])=O.[Na+].[Na+].CCO[C:44]([CH3:46])=O, predict the reaction product. The product is: [CH2:1]([N:8]1[C:13]([C:29]2[CH:30]=[CH:31][C:26]([Cl:25])=[CH:27][CH:28]=2)=[C:12]([C:46]2[CH:44]=[CH:31][C:26]([Cl:25])=[CH:27][CH:28]=2)[C:11](=[O:16])[N:10]([CH2:17][C:18]2[CH:23]=[CH:22][CH:21]=[CH:20][CH:19]=2)[C:9]1=[O:24])[C:2]1[CH:7]=[CH:6][CH:5]=[CH:4][CH:3]=1.